This data is from NCI-60 drug combinations with 297,098 pairs across 59 cell lines. The task is: Regression. Given two drug SMILES strings and cell line genomic features, predict the synergy score measuring deviation from expected non-interaction effect. (1) Drug 1: CCCS(=O)(=O)NC1=C(C(=C(C=C1)F)C(=O)C2=CNC3=C2C=C(C=N3)C4=CC=C(C=C4)Cl)F. Drug 2: CCC(=C(C1=CC=CC=C1)C2=CC=C(C=C2)OCCN(C)C)C3=CC=CC=C3.C(C(=O)O)C(CC(=O)O)(C(=O)O)O. Cell line: HT29. Synergy scores: CSS=47.1, Synergy_ZIP=8.68, Synergy_Bliss=10.2, Synergy_Loewe=-7.93, Synergy_HSA=9.10. (2) Drug 1: C1=NC2=C(N=C(N=C2N1C3C(C(C(O3)CO)O)F)Cl)N. Drug 2: C1C(C(OC1N2C=NC(=NC2=O)N)CO)O. Cell line: SK-MEL-28. Synergy scores: CSS=11.1, Synergy_ZIP=-1.42, Synergy_Bliss=2.67, Synergy_Loewe=-4.31, Synergy_HSA=0.376. (3) Drug 1: C1CN1C2=NC(=NC(=N2)N3CC3)N4CC4. Drug 2: C1CN(CCN1C(=O)CCBr)C(=O)CCBr. Cell line: CAKI-1. Synergy scores: CSS=26.6, Synergy_ZIP=-3.54, Synergy_Bliss=-0.983, Synergy_Loewe=-2.99, Synergy_HSA=0.444.